This data is from Reaction yield outcomes from USPTO patents with 853,638 reactions. The task is: Predict the reaction yield, written as a fraction of the theoretical maximum amount of product (1.0 means a 100% yield; for example, 0.34 means a 34% yield). The reactants are [F:1][C:2]1[C:7]([F:8])=[CH:6][CH:5]=[CH:4][C:3]=1[C:9]1[N:41]=[C:12]2[CH:13]=[N:14][N:15]([CH:17]([C:22]3[O:26][N:25]=[C:24]([C:27]4[CH:32]=[CH:31][C:30]([O:33][CH2:34][CH2:35][CH3:36])=[CH:29][C:28]=4[C:37]([F:40])([F:39])[F:38])[CH:23]=3)[C:18]([O:20][CH3:21])=[O:19])[CH:16]=[C:11]2[N:10]=1.[C:42]([O-:45])([O-])=O.[K+].[K+].C[C:49](O)=[O:50].C[CH2:53][O:54][C:55]([CH3:57])=O. No catalyst specified. The product is [F:1][C:2]1[C:7]([F:8])=[CH:6][CH:5]=[CH:4][C:3]=1[C:9]1[N:41]=[C:12]2[CH:13]=[N:14][N:15]([CH:17]([C:22]3[O:26][N:25]=[C:24]([C:27]4[CH:32]=[CH:31][C:30]([O:33][CH2:34][CH2:35][CH3:36])=[CH:29][C:28]=4[C:37]([F:38])([F:40])[F:39])[CH:23]=3)[C:18]([O:20][CH2:21][CH2:53][O:54][CH2:55][CH2:57][O:50][CH2:49][CH2:42][OH:45])=[O:19])[CH:16]=[C:11]2[N:10]=1. The yield is 0.460.